This data is from Full USPTO retrosynthesis dataset with 1.9M reactions from patents (1976-2016). The task is: Predict the reactants needed to synthesize the given product. The reactants are: [CH2:1]([C:3]1[C:8]([OH:9])=[CH:7][CH:6]=[C:5]([CH3:10])[N:4]=1)[CH3:2].Br[CH:12]([CH2:17][CH2:18][Br:19])[C:13]([O:15][CH3:16])=[O:14].C([O-])([O-])=O.[K+].[K+]. Given the product [Br:19][CH2:18][CH2:17][CH:12]([O:9][C:8]1[C:3]([CH2:1][CH3:2])=[N:4][C:5]([CH3:10])=[CH:6][CH:7]=1)[C:13]([O:15][CH3:16])=[O:14], predict the reactants needed to synthesize it.